Dataset: Forward reaction prediction with 1.9M reactions from USPTO patents (1976-2016). Task: Predict the product of the given reaction. Given the reactants [NH2:1][C:2]1[C:9]([N+:10]([O-])=O)=[CH:8][C:5]([C:6]#[N:7])=[CH:4][C:3]=1[CH3:13].O.O.[Sn](Cl)(Cl)(Cl)Cl, predict the reaction product. The product is: [NH2:10][C:9]1[CH:8]=[C:5]([CH:4]=[C:3]([CH3:13])[C:2]=1[NH2:1])[C:6]#[N:7].